Dataset: Reaction yield outcomes from USPTO patents with 853,638 reactions. Task: Predict the reaction yield, written as a fraction of the theoretical maximum amount of product (1.0 means a 100% yield; for example, 0.34 means a 34% yield). The reactants are [OH:1][C:2]1[C:3](=[O:10])[CH:4]=[C:5]([CH2:8]O)[O:6][CH:7]=1.O=S(Cl)[Cl:13]. The catalyst is ClCCl. The product is [Cl:13][CH2:8][C:5]1[O:6][CH:7]=[C:2]([OH:1])[C:3](=[O:10])[CH:4]=1. The yield is 0.620.